This data is from Reaction yield outcomes from USPTO patents with 853,638 reactions. The task is: Predict the reaction yield, written as a fraction of the theoretical maximum amount of product (1.0 means a 100% yield; for example, 0.34 means a 34% yield). (1) The reactants are [N:1]1[C:10]2[C:5](=[CH:6][C:7]([CH2:11][C:12]([NH:14][NH2:15])=O)=[CH:8][CH:9]=2)[CH:4]=[CH:3][CH:2]=1.Cl[C:17]1[N:18]=[N:19][C:20]([C:23]2[CH:24]=[N:25][N:26]([CH3:28])[CH:27]=2)=[CH:21][CH:22]=1.O. The catalyst is C(O)CCC. The product is [CH3:28][N:26]1[CH:27]=[C:23]([C:20]2[CH:21]=[CH:22][C:17]3[N:14]([C:12]([CH2:11][C:7]4[CH:6]=[C:5]5[C:10](=[CH:9][CH:8]=4)[N:1]=[CH:2][CH:3]=[CH:4]5)=[N:19][N:18]=3)[N:15]=2)[CH:24]=[N:25]1. The yield is 0.650. (2) The reactants are [Br:1][C:2]1[CH:3]=[C:4]([CH:8]([NH:13][C:14]([C:16]2[CH:17]=[N:18][N:19]([C:22]3[CH:27]=[CH:26][C:25]([Cl:28])=[C:24]([Cl:29])[CH:23]=3)[C:20]=2[CH3:21])=[O:15])[CH2:9][C:10](O)=[O:11])[CH:5]=[CH:6][CH:7]=1.S(Cl)([Cl:32])=O. No catalyst specified. The product is [Br:1][C:2]1[CH:3]=[C:4]([CH:8]([NH:13][C:14]([C:16]2[CH:17]=[N:18][N:19]([C:22]3[CH:27]=[CH:26][C:25]([Cl:28])=[C:24]([Cl:29])[CH:23]=3)[C:20]=2[CH3:21])=[O:15])[CH2:9][C:10]([Cl:32])=[O:11])[CH:5]=[CH:6][CH:7]=1. The yield is 0.980. (3) The reactants are [H-].[Na+].[CH3:3][C:4]([O:7][C:8]([NH:10][CH:11]1[CH2:20][C:19]2[N:18]=[CH:17][C:16]([NH:21][C:22]3[C:23]([NH:30][CH2:31][C:32]([O:34]CC)=O)=[N:24][CH:25]=[C:26]([O:28][CH3:29])[CH:27]=3)=[CH:15][C:14]=2[CH2:13][CH2:12]1)=[O:9])([CH3:6])[CH3:5].[Cl-].[NH4+]. The catalyst is O1CCCC1. The product is [CH3:29][O:28][C:26]1[CH:25]=[N:24][C:23]2[NH:30][CH2:31][C:32](=[O:34])[N:21]([C:16]3[CH:17]=[N:18][C:19]4[CH2:20][CH:11]([NH:10][C:8](=[O:9])[O:7][C:4]([CH3:6])([CH3:3])[CH3:5])[CH2:12][CH2:13][C:14]=4[CH:15]=3)[C:22]=2[CH:27]=1. The yield is 1.23.